From a dataset of Forward reaction prediction with 1.9M reactions from USPTO patents (1976-2016). Predict the product of the given reaction. (1) Given the reactants Br[C:2]1[CH:3]=[C:4]([C:16]([F:19])([F:18])[F:17])[C:5]2[N:6]([C:8]([Cl:15])=[C:9]([C:11]([O:13][CH3:14])=[O:12])[N:10]=2)[CH:7]=1.[CH2:20]([Sn]([CH2:20][CH2:21][CH2:22][CH3:23])([CH2:20][CH2:21][CH2:22][CH3:23])C(C)=CC)[CH2:21][CH2:22][CH3:23], predict the reaction product. The product is: [Cl:15][C:8]1[N:6]2[CH:7]=[C:2]([C:21]([CH3:20])=[CH:22][CH3:23])[CH:3]=[C:4]([C:16]([F:19])([F:18])[F:17])[C:5]2=[N:10][C:9]=1[C:11]([O:13][CH3:14])=[O:12]. (2) The product is: [Br:13][C:14]1[CH:15]=[C:16]([CH:20]2[CH2:6][CH:21]2[C:22]([O:24][CH2:25][CH3:26])=[O:23])[CH:17]=[CH:18][CH:19]=1. Given the reactants CS(C)=O.[I-].[CH3:6][S+](C)(C)=O.[H-].[Na+].[Br:13][C:14]1[CH:15]=[C:16](/[CH:20]=[CH:21]/[C:22]([O:24][CH2:25][CH3:26])=[O:23])[CH:17]=[CH:18][CH:19]=1, predict the reaction product. (3) The product is: [F:31][C:30]([F:33])([F:32])[S:27]([O:1][C:2]1[CH:3]=[C:4]2[C:9](=[CH:10][CH:11]=1)[CH2:8][N:7]([C:12]([O:14][C:15]([CH3:18])([CH3:17])[CH3:16])=[O:13])[CH2:6][CH2:5]2)(=[O:28])=[O:26]. Given the reactants [OH:1][C:2]1[CH:3]=[C:4]2[C:9](=[CH:10][CH:11]=1)[CH2:8][N:7]([C:12]([O:14][C:15]([CH3:18])([CH3:17])[CH3:16])=[O:13])[CH2:6][CH2:5]2.CCN(CC)CC.[O:26](S(C(F)(F)F)(=O)=O)[S:27]([C:30]([F:33])([F:32])[F:31])(=O)=[O:28].O, predict the reaction product.